From a dataset of Reaction yield outcomes from USPTO patents with 853,638 reactions. Predict the reaction yield, written as a fraction of the theoretical maximum amount of product (1.0 means a 100% yield; for example, 0.34 means a 34% yield). (1) The reactants are Br[C:2]1[CH:3]=[C:4]2[CH2:10][C:9]3([CH:15]4[CH2:16][CH2:17][N:12]([CH2:13][CH2:14]4)[CH2:11]3)[O:8][C:5]2=[N:6][CH:7]=1.C1(C)C=CC=CC=1P(C1C=CC=CC=1C)C1C=CC=CC=1C.[Cl-].[Li+].C([Sn](CCCC)(CCCC)[C:47]1[CH:48]=[N:49][CH:50]=[CH:51][CH:52]=1)CCC. The catalyst is COCCOC.C(Cl)(Cl)Cl.CO. The product is [N:49]1[CH:50]=[CH:51][CH:52]=[C:47]([C:2]2[CH:3]=[C:4]3[CH2:10][C:9]4([CH:15]5[CH2:16][CH2:17][N:12]([CH2:13][CH2:14]5)[CH2:11]4)[O:8][C:5]3=[N:6][CH:7]=2)[CH:48]=1. The yield is 0.370. (2) The reactants are [CH3:1][S:2]([C:5]1[CH:10]=[CH:9][C:8]([NH:11][C:12]([C:14]2[CH:18]=[C:17]([CH3:19])[N:16]([C:20]3[CH:25]=[CH:24][CH:23]=[CH:22][C:21]=3Br)[C:15]=2[CH3:27])=[O:13])=[CH:7][CH:6]=1)(=[O:4])=[O:3].[Cl:28][C:29]1[CH:30]=[C:31](B(O)O)[CH:32]=[CH:33][CH:34]=1. The catalyst is COCCOC.CCO.C([O-])([O-])=O.[Na+].[Na+].C1C=CC(P(C2C=CC=CC=2)[C-]2C=CC=C2)=CC=1.C1C=CC(P(C2C=CC=CC=2)[C-]2C=CC=C2)=CC=1.Cl[Pd]Cl.[Fe+2]. The product is [CH3:1][S:2]([C:5]1[CH:10]=[CH:9][C:8]([NH:11][C:12]([C:14]2[CH:18]=[C:17]([CH3:19])[N:16]([C:20]3[CH:25]=[CH:24][CH:23]=[CH:22][C:21]=3[C:33]3[CH:32]=[CH:31][CH:30]=[C:29]([Cl:28])[CH:34]=3)[C:15]=2[CH3:27])=[O:13])=[CH:7][CH:6]=1)(=[O:4])=[O:3]. The yield is 0.480. (3) The reactants are [OH:1][CH:2]([C:12]1[CH:17]=[CH:16][CH:15]=[CH:14][CH:13]=1)[CH2:3][NH:4][C:5](=[O:11])[O:6][C:7]([CH3:10])([CH3:9])[CH3:8].O[N:19]1[C:23](=[O:24])[C:22]2=[CH:25][CH:26]=[CH:27][CH:28]=[C:21]2[C:20]1=[O:29].C1(P(C2C=CC=CC=2)C2C=CC=CC=2)C=CC=CC=1.N(C(OCC)=O)=NC(OCC)=O. The catalyst is C1COCC1.O. The product is [O:29]=[C:20]1[C:21]2[C:22](=[CH:25][CH:26]=[CH:27][CH:28]=2)[C:23](=[O:24])[N:19]1[O:1][CH:2]([C:12]1[CH:17]=[CH:16][CH:15]=[CH:14][CH:13]=1)[CH2:3][NH:4][C:5](=[O:11])[O:6][C:7]([CH3:10])([CH3:8])[CH3:9]. The yield is 0.690. (4) The reactants are [CH:1]1([CH2:7][N:8]2[C:12]([CH3:13])=[C:11]([S:14]([CH2:17][CH:18]3[CH2:20][CH2:19]3)(=[O:16])=[O:15])[CH:10]=[C:9]2C(O)=O)[CH2:6][CH2:5][CH2:4][CH2:3][CH2:2]1. The catalyst is Cl.CCO. The product is [CH:1]1([CH2:7][N:8]2[CH:9]=[CH:10][C:11]([S:14]([CH2:17][CH:18]3[CH2:19][CH2:20]3)(=[O:16])=[O:15])=[C:12]2[CH3:13])[CH2:2][CH2:3][CH2:4][CH2:5][CH2:6]1. The yield is 0.950. (5) The catalyst is O1CCCC1. The yield is 0.480. The reactants are [CH3:1][C:2]1[CH:7]=[CH:6][C:5]([S:8]([O:11][C:12]2[CH:13]=[C:14]3[C:19](=[CH:20][CH:21]=2)[NH:18][C:17]([CH3:23])([CH3:22])[CH:16]=[C:15]3[CH3:24])(=[O:10])=[O:9])=[CH:4][CH:3]=1.[Br:25]N1C(=O)CCC1=O. The product is [CH3:1][C:2]1[CH:3]=[CH:4][C:5]([S:8]([O:11][C:12]2[CH:13]=[C:14]3[C:19](=[C:20]([Br:25])[CH:21]=2)[NH:18][C:17]([CH3:23])([CH3:22])[CH:16]=[C:15]3[CH3:24])(=[O:10])=[O:9])=[CH:6][CH:7]=1.